This data is from Catalyst prediction with 721,799 reactions and 888 catalyst types from USPTO. The task is: Predict which catalyst facilitates the given reaction. (1) Reactant: Cl.[CH:2]1([C:5]2[C:6]([O:19][CH2:20][C:21]3([F:27])[CH2:26][CH2:25][NH:24][CH2:23][CH2:22]3)=[CH:7][C:8]([F:18])=[C:9]([CH:17]=2)[C:10]([O:12][C:13]([CH3:16])([CH3:15])[CH3:14])=[O:11])[CH2:4][CH2:3]1.[Cl:28][C:29]1[CH:34]=[C:33]([C:35]([F:38])([F:37])[F:36])[CH:32]=[C:31]([CH2:39]Cl)[C:30]=1[F:41].C(=O)([O-])[O-].[K+].[K+]. Product: [Cl:28][C:29]1[C:30]([F:41])=[C:31]([CH:32]=[C:33]([C:35]([F:37])([F:38])[F:36])[CH:34]=1)[CH2:39][N:24]1[CH2:25][CH2:26][C:21]([CH2:20][O:19][C:6]2[C:5]([CH:2]3[CH2:3][CH2:4]3)=[CH:17][C:9]([C:10]([O:12][C:13]([CH3:16])([CH3:15])[CH3:14])=[O:11])=[C:8]([F:18])[CH:7]=2)([F:27])[CH2:22][CH2:23]1. The catalyst class is: 9. (2) Product: [NH2:25][C:4]1[C:5]([N:8]2[CH2:9][CH2:10][CH:11]([CH2:14][C:15]([N:17]3[CH2:23][CH2:22][CH2:21][N:20]([CH3:24])[CH2:19][CH2:18]3)=[O:16])[CH2:12][CH2:13]2)=[N:6][CH:7]=[C:2]([Br:1])[CH:3]=1. The catalyst class is: 6. Reactant: [Br:1][C:2]1[CH:3]=[C:4]([N+:25]([O-])=O)[C:5]([N:8]2[CH2:13][CH2:12][CH:11]([CH2:14][C:15]([N:17]3[CH2:23][CH2:22][CH2:21][N:20]([CH3:24])[CH2:19][CH2:18]3)=[O:16])[CH2:10][CH2:9]2)=[N:6][CH:7]=1.[OH-].[K+].S(S([O-])=O)([O-])=O.[Na+].[Na+].Cl.